Dataset: HIV replication inhibition screening data with 41,000+ compounds from the AIDS Antiviral Screen. Task: Binary Classification. Given a drug SMILES string, predict its activity (active/inactive) in a high-throughput screening assay against a specified biological target. The molecule is COc1ccc2c(c1)N(S(=O)(=O)c1ccc(C)cc1)CC1c3cc(O)c(OCc4ccccc4)cc3OC21. The result is 0 (inactive).